This data is from Forward reaction prediction with 1.9M reactions from USPTO patents (1976-2016). The task is: Predict the product of the given reaction. (1) Given the reactants BrC(CBr)C(OC)=O.C(N(CC)CC)C.[C:16]1([C@@H:22]([N@:24]2[CH2:26][CH:25]2[C:27]([O:29][CH3:30])=[O:28])[CH3:23])[CH:21]=[CH:20][CH:19]=[CH:18][CH:17]=1, predict the reaction product. The product is: [C:16]1([C@@H:22]([N@@:24]2[CH2:26][CH:25]2[C:27]([O:29][CH3:30])=[O:28])[CH3:23])[CH:17]=[CH:18][CH:19]=[CH:20][CH:21]=1.[C:16]1([C@@H:22]([N@:24]2[CH2:26][CH:25]2[C:27]([O:29][CH3:30])=[O:28])[CH3:23])[CH:17]=[CH:18][CH:19]=[CH:20][CH:21]=1. (2) Given the reactants [Li+].C[Si]([N-:6][Si](C)(C)C)(C)C.[CH3:11][O:12][C:13]1[CH:20]=[CH:19][CH:18]=[CH:17][C:14]=1[C:15]#[N:16], predict the reaction product. The product is: [CH3:11][O:12][C:13]1[CH:20]=[CH:19][CH:18]=[CH:17][C:14]=1[C:15]([NH2:6])=[NH:16]. (3) Given the reactants [Br:1][C:2]1[CH:10]=[C:9]2[C:5]([CH:6]=[N:7][NH:8]2)=[CH:4][CH:3]=1.[F:11][C:12]1[CH:17]=[CH:16][C:15](I)=[CH:14][CH:13]=1.C([O-])([O-])=O.[Cs+].[Cs+].CN[C@@H]1CCCC[C@H]1NC, predict the reaction product. The product is: [Br:1][C:2]1[CH:10]=[C:9]2[C:5]([CH:6]=[N:7][N:8]2[C:15]2[CH:16]=[CH:17][C:12]([F:11])=[CH:13][CH:14]=2)=[CH:4][CH:3]=1. (4) Given the reactants [Br:1][C:2]1[CH:7]=[CH:6][C:5]([CH:8]=[CH:9][CH:10]=[N:11]N(C)C)=[C:4]([O:15][C:16]([CH3:20])([C:18]#[CH:19])[CH3:17])[CH:3]=1, predict the reaction product. The product is: [Br:1][C:2]1[CH:7]=[CH:6][C:5]2[C:8]3[C:18](=[CH:19][N:11]=[CH:10][CH:9]=3)[C:16]([CH3:20])([CH3:17])[O:15][C:4]=2[CH:3]=1. (5) Given the reactants [NH2:1][C:2]1[CH:3]=[C:4]2[C:9](=[CH:10][CH:11]=1)[C:8]([OH:12])=[CH:7][CH:6]=[CH:5]2.[H-].[Na+].I[CH3:16], predict the reaction product. The product is: [CH3:16][O:12][C:8]1[CH:7]=[CH:6][CH:5]=[C:4]2[C:9]=1[CH:10]=[CH:11][C:2]([NH2:1])=[CH:3]2. (6) Given the reactants CO[C:3](=[O:34])[C:4]([C:8]1[CH:13]=[CH:12][C:11]([CH2:14][N:15]([C:27]([O:29][C:30]([CH3:33])([CH3:32])[CH3:31])=[O:28])[CH2:16][CH2:17][CH2:18][NH:19][C:20]([O:22][C:23]([CH3:26])([CH3:25])[CH3:24])=[O:21])=[CH:10][CH:9]=1)=[CH:5]OC.S(O)(O)(=O)=O.[NH:40]1[CH:44]=[CH:43][N:42]=[C:41]1[NH2:45].C[O-].[Na+], predict the reaction product. The product is: [C:23]([O:22][C:20](=[O:21])[NH:19][CH2:18][CH2:17][CH2:16][N:15]([C:27]([O:29][C:30]([CH3:31])([CH3:32])[CH3:33])=[O:28])[CH2:14][C:11]1[CH:12]=[CH:13][C:8]([C:4]2[C:3](=[O:34])[N:45]=[C:41]3[NH:42][CH:43]=[CH:44][N:40]3[CH:5]=2)=[CH:9][CH:10]=1)([CH3:24])([CH3:26])[CH3:25]. (7) Given the reactants [CH3:1][O:2][C:3](=[O:41])[CH2:4][C:5]1[CH:10]=[CH:9][CH:8]=[CH:7][C:6]=1[C:11]#[C:12][C:13]1[C:18]([C:19]([F:22])([F:21])[F:20])=[CH:17][N:16]=[C:15]([NH:23][C:24]2[CH:29]=[CH:28][C:27]([CH:30]3[CH2:33][N:32]([C:34]([O:36][C:37]([CH3:40])([CH3:39])[CH3:38])=[O:35])[CH2:31]3)=[CH:26][CH:25]=2)[N:14]=1, predict the reaction product. The product is: [CH3:1][O:2][C:3](=[O:41])[CH2:4][C:5]1[CH:10]=[CH:9][CH:8]=[CH:7][C:6]=1[CH2:11][CH2:12][C:13]1[C:18]([C:19]([F:21])([F:22])[F:20])=[CH:17][N:16]=[C:15]([NH:23][C:24]2[CH:29]=[CH:28][C:27]([CH:30]3[CH2:31][N:32]([C:34]([O:36][C:37]([CH3:39])([CH3:40])[CH3:38])=[O:35])[CH2:33]3)=[CH:26][CH:25]=2)[N:14]=1.